Regression/Classification. Given a drug SMILES string, predict its absorption, distribution, metabolism, or excretion properties. Task type varies by dataset: regression for continuous measurements (e.g., permeability, clearance, half-life) or binary classification for categorical outcomes (e.g., BBB penetration, CYP inhibition). Dataset: cyp2d6_veith. From a dataset of CYP2D6 inhibition data for predicting drug metabolism from PubChem BioAssay. The drug is O=C(O)C(C(=O)O)P(=S)(S)c1ccccc1.[Na]. The result is 0 (non-inhibitor).